This data is from Forward reaction prediction with 1.9M reactions from USPTO patents (1976-2016). The task is: Predict the product of the given reaction. (1) Given the reactants [OH-].[La+3:2].[OH-].[OH-].[P:5]([O-:25])([O:16][CH2:17][CH:18]([CH2:23][CH3:24])[CH2:19][CH2:20][CH2:21][CH3:22])([O:7][CH2:8][CH:9]([CH2:14][CH3:15])[CH2:10][CH2:11][CH2:12][CH3:13])=[O:6], predict the reaction product. The product is: [P:5]([O-:25])([O:7][CH2:8][CH:9]([CH2:14][CH3:15])[CH2:10][CH2:11][CH2:12][CH3:13])([O:16][CH2:17][CH:18]([CH2:23][CH3:24])[CH2:19][CH2:20][CH2:21][CH3:22])=[O:6].[La+3:2].[CH2:14]([CH:9]([CH2:10][CH2:11][CH2:12][CH3:13])[CH2:8][O:7][P:5]([O-:25])([O:16][CH2:17][CH:18]([CH2:23][CH3:24])[CH2:19][CH2:20][CH2:21][CH3:22])=[O:6])[CH3:15].[CH2:14]([CH:9]([CH2:10][CH2:11][CH2:12][CH3:13])[CH2:8][O:7][P:5]([O-:25])([O:16][CH2:17][CH:18]([CH2:23][CH3:24])[CH2:19][CH2:20][CH2:21][CH3:22])=[O:6])[CH3:15]. (2) Given the reactants [Cl:1][C:2]1[CH:3]=[C:4]([CH2:8][CH2:9][O:10][CH2:11][CH2:12][N:13]2[CH2:18][CH2:17][C:16](=[O:19])[CH2:15][CH2:14]2)[CH:5]=[CH:6][CH:7]=1.[H-].[Na+].[I-].[CH3:23][S+](C)(C)=O, predict the reaction product. The product is: [Cl:1][C:2]1[CH:3]=[C:4]([CH2:8][CH2:9][O:10][CH2:11][CH2:12][N:13]2[CH2:14][CH2:15][C:16]3([O:19][CH2:23]3)[CH2:17][CH2:18]2)[CH:5]=[CH:6][CH:7]=1.